Task: Predict the reactants needed to synthesize the given product.. Dataset: Full USPTO retrosynthesis dataset with 1.9M reactions from patents (1976-2016) (1) Given the product [CH2:15]([O:8][CH2:7][C:6]1[N:1]=[C:2]([CH2:9][OH:10])[CH:3]=[CH:4][CH:5]=1)[CH:14]=[CH2:13], predict the reactants needed to synthesize it. The reactants are: [N:1]1[C:6]([CH2:7][OH:8])=[CH:5][CH:4]=[CH:3][C:2]=1[CH2:9][OH:10].[H-].[Na+].[CH2:13](Br)[CH:14]=[CH2:15]. (2) Given the product [F:1][C:2]1[C:11]2[C:6](=[CH:7][CH:8]=[CH:9][CH:10]=2)[N:5]=[C:4]([C:12]2[CH:17]=[CH:16][C:15]([NH:18][CH3:19])=[CH:14][CH:13]=2)[CH:3]=1, predict the reactants needed to synthesize it. The reactants are: [F:1][C:2]1[C:11]2[C:6](=[CH:7][CH:8]=[CH:9][CH:10]=2)[N:5]=[C:4]([C:12]2[CH:17]=[CH:16][C:15]([N:18](C)[C:19](=O)OC(C)(C)C)=[CH:14][CH:13]=2)[CH:3]=1.C(O)(C(F)(F)F)=O. (3) Given the product [CH2:1]([N:8]1[CH2:9][CH:10]([CH3:17])[O:11][CH2:12][C@@H:13]1[CH2:14][CH2:15][OH:16])[C:2]1[CH:3]=[CH:4][CH:5]=[CH:6][CH:7]=1, predict the reactants needed to synthesize it. The reactants are: [CH2:1]([N:8]1[C@@H:13]([CH2:14][CH2:15][OH:16])[CH2:12][O:11][CH:10]([CH3:17])[C:9]1=O)[C:2]1[CH:7]=[CH:6][CH:5]=[CH:4][CH:3]=1.CO. (4) The reactants are: [CH:1]1([N:5]2[CH2:11][CH2:10][C:9]3[CH:12]=[C:13]([O:16][CH:17]4[CH2:22][CH2:21][NH:20][CH2:19][CH2:18]4)[CH:14]=[CH:15][C:8]=3[CH2:7][CH2:6]2)[CH2:4][CH2:3][CH2:2]1.CCN(CC1C=CC=CC=1)CC.C=CC1C=CC=CC=1.C=CC1C=CC(C=C)=CC=1.[CH:53]1([C:58](Cl)=[O:59])[CH2:57][CH2:56][CH2:55][CH2:54]1. Given the product [CH:1]1([N:5]2[CH2:11][CH2:10][C:9]3[CH:12]=[C:13]([O:16][CH:17]4[CH2:22][CH2:21][N:20]([C:58]([CH:53]5[CH2:57][CH2:56][CH2:55][CH2:54]5)=[O:59])[CH2:19][CH2:18]4)[CH:14]=[CH:15][C:8]=3[CH2:7][CH2:6]2)[CH2:2][CH2:3][CH2:4]1, predict the reactants needed to synthesize it. (5) Given the product [CH2:14]([O:21][CH2:22][CH2:23][CH2:24][CH2:25][CH2:26][CH2:27][CH2:28][CH2:29][CH2:30][CH2:31][CH2:32]/[CH:33]=[CH:34]\[CH2:35][CH2:36][CH2:37]/[C:38](/[C:45]([O:47][CH3:48])=[O:46])=[C:39](/[C:40]([O:42][CH3:43])=[O:41])\[CH2:4][C:3]([O:2][CH3:1])=[O:11])[C:15]1[CH:20]=[CH:19][CH:18]=[CH:17][CH:16]=1, predict the reactants needed to synthesize it. The reactants are: [CH3:1][O:2][C:3](=[O:11])[CH2:4]P(OC)(OC)=O.[H-].[Na+].[CH2:14]([O:21][CH2:22][CH2:23][CH2:24][CH2:25][CH2:26][CH2:27][CH2:28][CH2:29][CH2:30][CH2:31][CH2:32]/[CH:33]=[CH:34]\[CH2:35][CH2:36][CH2:37][CH:38]([C:45]([O:47][CH3:48])=[O:46])[C:39](=O)[C:40]([O:42][CH3:43])=[O:41])[C:15]1[CH:20]=[CH:19][CH:18]=[CH:17][CH:16]=1. (6) Given the product [Cl:33][CH:34]([Cl:38])[C:35]([N:20]([C:18]1[CH:17]=[CH:16][N:15]=[C:14]([C:12]2[O:11][N:10]=[C:9]([C:3]3[C:4]([Cl:8])=[CH:5][CH:6]=[CH:7][C:2]=3[Cl:1])[CH:13]=2)[CH:19]=1)[CH2:21][O:22][CH:23]([CH3:25])[CH3:24])=[O:36], predict the reactants needed to synthesize it. The reactants are: [Cl:1][C:2]1[CH:7]=[CH:6][CH:5]=[C:4]([Cl:8])[C:3]=1[C:9]1[CH:13]=[C:12]([C:14]2[CH:19]=[C:18]([NH:20][CH2:21][O:22][CH:23]([CH3:25])[CH3:24])[CH:17]=[CH:16][N:15]=2)[O:11][N:10]=1.C(N(CC)CC)C.[Cl:33][CH:34]([Cl:38])[C:35](Cl)=[O:36]. (7) The reactants are: [Cl:1][C:2]1[CH:3]=[C:4]([NH2:16])[C:5]([NH2:15])=[CH:6][C:7]=1[C:8]1[CH:13]=[CH:12][C:11]([F:14])=[CH:10][CH:9]=1.[F:17][C:18]([F:23])([F:22])[C:19](O)=O. Given the product [Cl:1][C:2]1[C:7]([C:8]2[CH:9]=[CH:10][C:11]([F:14])=[CH:12][CH:13]=2)=[CH:6][C:5]2[NH:15][C:19]([C:18]([F:23])([F:22])[F:17])=[N:16][C:4]=2[CH:3]=1, predict the reactants needed to synthesize it. (8) Given the product [CH2:30]([C:22]1[N:21]([C:10]2[N:9]=[C:8]3[C:13]([N:14]=[C:6]([CH2:5][CH:3]4[CH2:2][N:1]([C@@H:34]([CH3:38])[C:35]([NH2:37])=[O:36])[CH2:4]4)[N:7]3[CH3:32])=[C:12]([N:15]3[CH2:20][CH2:19][O:18][CH2:17][CH2:16]3)[N:11]=2)[C:25]2[CH:26]=[CH:27][CH:28]=[CH:29][C:24]=2[N:23]=1)[CH3:31], predict the reactants needed to synthesize it. The reactants are: [NH:1]1[CH2:4][CH:3]([CH2:5][C:6]2[N:7]([CH3:32])[C:8]3[C:13]([N:14]=2)=[C:12]([N:15]2[CH2:20][CH2:19][O:18][CH2:17][CH2:16]2)[N:11]=[C:10]([N:21]2[C:25]4[CH:26]=[CH:27][CH:28]=[CH:29][C:24]=4[N:23]=[C:22]2[CH2:30][CH3:31])[N:9]=3)[CH2:2]1.Br[CH:34]([CH3:38])[C:35]([NH2:37])=[O:36].